From a dataset of Reaction yield outcomes from USPTO patents with 853,638 reactions. Predict the reaction yield, written as a fraction of the theoretical maximum amount of product (1.0 means a 100% yield; for example, 0.34 means a 34% yield). (1) The reactants are CC1C=CC(S(O)(=O)=O)=CC=1.[F:12][C:13]1[C:14](=[O:43])[N:15]([CH2:25][CH2:26][C@@:27]([CH3:42])([S:38]([CH3:41])(=[O:40])=[O:39])[C:28]([NH:30][O:31]C2CCCCO2)=[O:29])[CH:16]=[CH:17][C:18]=1[C:19]1[CH:24]=[CH:23][CH:22]=[CH:21][CH:20]=1. The catalyst is C(O)C. The product is [F:12][C:13]1[C:14](=[O:43])[N:15]([CH2:25][CH2:26][C@@:27]([CH3:42])([S:38]([CH3:41])(=[O:39])=[O:40])[C:28]([NH:30][OH:31])=[O:29])[CH:16]=[CH:17][C:18]=1[C:19]1[CH:20]=[CH:21][CH:22]=[CH:23][CH:24]=1. The yield is 0.426. (2) The reactants are O=P(Cl)(Cl)Cl.CN([CH:9]=[O:10])C.[CH3:11][O:12][C:13]1[CH:14]=[C:15]2[C:19](=[CH:20][CH:21]=1)[NH:18][C:17]([CH2:22][N:23]([CH3:25])[CH3:24])=[CH:16]2. No catalyst specified. The product is [CH3:25][N:23]([CH2:22][C:17]1[NH:18][C:19]2[C:15]([C:16]=1[CH:9]=[O:10])=[CH:14][C:13]([O:12][CH3:11])=[CH:21][CH:20]=2)[CH3:24]. The yield is 0.950. (3) The reactants are [Br:1][C:2]1[CH:7]=[CH:6][C:5]([CH2:8][CH2:9][CH3:10])=[C:4]([N+:11]([O-])=O)[CH:3]=1.O. The catalyst is C(O)C. The product is [Br:1][C:2]1[CH:7]=[CH:6][C:5]([CH2:8][CH2:9][CH3:10])=[C:4]([NH2:11])[CH:3]=1. The yield is 0.920.